Binary Classification. Given a miRNA mature sequence and a target amino acid sequence, predict their likelihood of interaction. From a dataset of Experimentally validated miRNA-target interactions with 360,000+ pairs, plus equal number of negative samples. (1) The miRNA is hsa-miR-379-3p with sequence UAUGUAACAUGGUCCACUAACU. The protein sequence of the target gene is MEKLRLLGLRYQEYVTRHPAATAQLETAVRGFSYLLAGRFADSHELSELVYSASNLLVLLNDGILRKELRKKLPVSLSQQKLLTWLSVLECVEVFMEMGAAKVWGEVGRWLVIALVQLAKAVLRMLLLLWFKAGLQTSPPIVPLDRETQAQPPDGDHSPGNHEQSYVGKRSNRVVRTLQNTPSLHSRHWGAPQQREGRQQQHHEELSATPTPLGLQETIAEFLYIARPLLHLLSLGLWGQRSWKPWLLAGVVDVTSLSLLSDRKGLTRRERRELRRRTILLLYYLLRSPFYDRFSEARIL.... Result: 0 (no interaction). (2) The miRNA is hsa-miR-1245a with sequence AAGUGAUCUAAAGGCCUACAU. The protein sequence of the target gene is MDLVYGLVWLLTVLLEGISGQGVYAPPTVRIVHSGLACNIEEERYSERVYTIREGETLELTCLVTGHPRPQIRWTKTAGSASDRFQDSSVFNETLRITNIQRHQGGRYYCKAENGLGSPAIKSIRVDVYYLDDPVVTVHQSIGEAKEQFYYERTVFLRCVANSNPPVRYSWRRGQEVLLQGSDKGVEIYEPFFTQGETKILKLKNLRPQDYANYSCIASVRNVCNIPDKMVSFRLSNKTASPSIKLLVDDPIVVNPGEAITLVCVTTGGEPTPSLTWVRSFGTLPEKIVLNGGTLTIPAI.... Result: 0 (no interaction). (3) The miRNA is cel-miR-71-5p with sequence UGAAAGACAUGGGUAGUGAGACG. The protein sequence of the target gene is MSSGTMKFNGYLRVRIGEAVGLQPTRWSLRHSLFKKGHQLLDPYLTVSVDQVRVGQTSTKQKTNKPTYNEEFCANVTDGGHLELAVFHETPLGYDHFVANCTLQFQELLRTAGTSDTFEGWVDLEPEGKVFVVITLTGSFTEATLQRDRIFKHFTRKRQRAMRRRVHQVNGHKFMATYLRQPTYCSHCREFIWGVFGKQGYQCQVCTCVVHKRCHHLIVTACTCQNNINKVDAKIAEQRFGINIPHKFNVHNYKVPTFCDHCGSLLWGIMRQGLQCKICKMNVHIRCQANVAPNCGVNAV.... Result: 0 (no interaction). (4) Result: 0 (no interaction). The protein sequence of the target gene is MTSLKRSQTERPVTADRASVVSTDGAPKVHTDDFYMRRFRSQNGSLGSSVMAAVGPPRSEGPHHITSTPGVPKMGVRARIADWPPRKENVKESSRSSQEIETSSCLESLSSKGSPVSQGSSVSLNSNDSAMLKSIQNTLKNKTGPAESMDSRFLMPEAYPSSPRKALRRIRQRSNSDITISELDVDSFDECISPTYKSGPSLHREYGSTSSIDKQGTSGDSFFDLLKGYKDDRSDRGPTPTKLSDFLITGGGKGSGFSLDVIDGPISQRENLRLFKEREKPLKRRSKSETGDSSIFRKLR.... The miRNA is hsa-miR-4469 with sequence GCUCCCUCUAGGGUCGCUCGGA. (5) Result: 0 (no interaction). The protein sequence of the target gene is MVPEAWRSGLVSTGRVVGVLLLLGALNKASTVIHYEIPEEREKGFAVGNVVANLGLDLGSLSARRFRVVSGASRRFFEVNRETGEMFVNDRLDREELCGTLPSCTVTLELVVENPLELFSVEVVIQDINDNNPAFPTQEMKLEISEAVAPGTRFPLESAHDPDVGSNSLQTYELSRNEYFALRVQTREDSTKYAELVLERALDREREPSLQLVLTALDGGTPALSASLPIHIKVLDANDNAPVFNQSLYRARVLEDAPSGTRVVQVLATDLDEGPNGEIIYSFGSHNRAGVRQLFALDLV.... The miRNA is hsa-miR-3121-5p with sequence UCCUUUGCCUAUUCUAUUUAAG. (6) The miRNA is mmu-miR-1192 with sequence AAACAAACAAACAGACCAAAUU. The protein sequence of the target gene is MSWRRAASVGRRLVASGRILAGRRGAAGAAGSGMGNSTSSFWGKSTTTPVNQIQETISNNCVVIFSKTSCSYCSMAKKIFHDMNVNYKAVELDMLEYGNQFQDALHKMTGERTVPRIFVNGRFIGGAADTHRLHKEGKLLPLVHQCYLKKKQEERH. Result: 1 (interaction). (7) The miRNA is rno-miR-130b-3p with sequence CAGUGCAAUGAUGAAAGGGCAU. The protein sequence of the target gene is MVPSSPRALFLLLLILACPEPRASQNCLSKQQLLSAIRQLQQLLKGQETRFAEGIRHMKSRLAALQNSVGRVGPDALPVSCPALNTPADGRKFGSKYLVDHEVHFTCNPGFRLVGPSSVVCLPNGTWTGEQPHCRGISECSSQPCQNGGTCVEGVNQYRCICPPGRTGNRCQHQAQTAAPEGSVAGDSAFSRAPRCAQVERAQHCSCEAGFHLSGAAGDSVCQDVNECELYGQEGRPRLCMHACVNTPGSYRCTCPGGYRTLADGKSCEDVDECVGLQPVCPQGTTCINTGGSFQCVSPE.... Result: 0 (no interaction).